Dataset: Reaction yield outcomes from USPTO patents with 853,638 reactions. Task: Predict the reaction yield, written as a fraction of the theoretical maximum amount of product (1.0 means a 100% yield; for example, 0.34 means a 34% yield). (1) The reactants are [C:1]([O:5][C:6]([N:8]1[CH2:13][CH2:12][N:11]([CH:14]([CH3:18])[C:15](O)=[O:16])[CH2:10][CH2:9]1)=[O:7])([CH3:4])([CH3:3])[CH3:2]. The catalyst is C1COCC1. The product is [OH:16][CH2:15][CH:14]([N:11]1[CH2:12][CH2:13][N:8]([C:6]([O:5][C:1]([CH3:2])([CH3:4])[CH3:3])=[O:7])[CH2:9][CH2:10]1)[CH3:18]. The yield is 0.332. (2) The reactants are Br[C:2]1[CH:3]=[C:4]([N:8]2[C:12]3=[N:13][C:14]([CH3:17])=[N:15][CH:16]=[C:11]3[C:10]([C:18]([O:20][CH2:21][CH3:22])=[O:19])=[N:9]2)[CH:5]=[CH:6][CH:7]=1.[C:23]([C@:25]1([OH:32])[CH2:29][CH2:28][N:27]([CH3:30])[C:26]1=[O:31])#[CH:24]. No catalyst specified. The product is [OH:32][C@@:25]1([C:23]#[C:24][C:2]2[CH:3]=[C:4]([N:8]3[C:12]4=[N:13][C:14]([CH3:17])=[N:15][CH:16]=[C:11]4[C:10]([C:18]([O:20][CH2:21][CH3:22])=[O:19])=[N:9]3)[CH:5]=[CH:6][CH:7]=2)[CH2:29][CH2:28][N:27]([CH3:30])[C:26]1=[O:31]. The yield is 0.770. (3) The catalyst is O1CCOCC1. The product is [CH3:1][O:2][C:3]1[CH:4]=[CH:5][C:6]2[C:10]([O:11][C:12]3[CH:17]=[CH:16][C:15]([O:18][CH2:19][CH2:20][N:21]4[CH2:26][CH2:25][CH2:24][CH2:23][CH2:22]4)=[CH:14][CH:13]=3)=[C:9]([C:40]3[CH:41]=[CH:42][C:37]([C:29]([C:30]4[CH:35]=[CH:34][CH:33]=[CH:32][CH:31]=4)=[O:36])=[CH:38][CH:39]=3)[S:8][C:7]=2[CH:28]=1. The yield is 0.610. The reactants are [CH3:1][O:2][C:3]1[CH:4]=[CH:5][C:6]2[C:10]([O:11][C:12]3[CH:17]=[CH:16][C:15]([O:18][CH2:19][CH2:20][N:21]4[CH2:26][CH2:25][CH2:24][CH2:23][CH2:22]4)=[CH:14][CH:13]=3)=[C:9](Br)[S:8][C:7]=2[CH:28]=1.[C:29]([C:37]1[CH:42]=[CH:41][C:40](B(O)O)=[CH:39][CH:38]=1)(=[O:36])[C:30]1[CH:35]=[CH:34][CH:33]=[CH:32][CH:31]=1.C(=O)([O-])[O-].[Na+].[Na+]. (4) The reactants are [H-].[H-].[H-].[H-].[Li+].[Al+3].[NH2:7][C:8]1[CH:9]=[CH:10][C:11]2[N:16]([CH2:17][CH2:18][CH:19]3[CH2:23][CH2:22][CH2:21][N:20]3[CH3:24])[C:15](=O)[CH2:14][O:13][C:12]=2[CH:26]=1. The catalyst is C1COCC1. The product is [CH3:24][N:20]1[CH2:21][CH2:22][CH2:23][CH:19]1[CH2:18][CH2:17][N:16]1[CH2:15][CH2:14][O:13][C:12]2[CH:26]=[C:8]([NH2:7])[CH:9]=[CH:10][C:11]1=2. The yield is 0.840. (5) The reactants are [C:1]([O:5][C:6]([N:8]1[CH2:13][CH2:12][CH:11]([C:14]2[N:18]([C:19]3[CH:24]=[CH:23][C:22]([O:25][C:26]4[CH:31]=[CH:30][CH:29]=[CH:28][CH:27]=4)=[CH:21][CH:20]=3)[N:17]=[C:16]([C:32]([OH:34])=O)[CH:15]=2)[CH2:10][CH2:9]1)=[O:7])([CH3:4])([CH3:3])[CH3:2].C[N:36](C(ON1N=NC2C=CC=NC1=2)=[N+](C)C)C.F[P-](F)(F)(F)(F)F.CCN(C(C)C)C(C)C.[NH4+].[Cl-]. The catalyst is CN(C)C=O.C(OCC)(=O)C. The product is [C:1]([O:5][C:6]([N:8]1[CH2:13][CH2:12][CH:11]([C:14]2[N:18]([C:19]3[CH:20]=[CH:21][C:22]([O:25][C:26]4[CH:31]=[CH:30][CH:29]=[CH:28][CH:27]=4)=[CH:23][CH:24]=3)[N:17]=[C:16]([C:32](=[O:34])[NH2:36])[CH:15]=2)[CH2:10][CH2:9]1)=[O:7])([CH3:2])([CH3:4])[CH3:3]. The yield is 0.840. (6) The reactants are C(Cl)(=O)C(Cl)=O.CS(C)=O.[CH3:11][C:12]1[CH:25]=[CH:24][C:15]([CH2:16][N:17]2[CH2:22][CH2:21][CH:20]([OH:23])[CH2:19][CH2:18]2)=[CH:14][CH:13]=1.C(N(CC)CC)C.[Cl-].[NH4+]. The catalyst is C(Cl)Cl. The product is [CH3:11][C:12]1[CH:13]=[CH:14][C:15]([CH2:16][N:17]2[CH2:18][CH2:19][C:20](=[O:23])[CH2:21][CH2:22]2)=[CH:24][CH:25]=1. The yield is 0.810. (7) The reactants are N[C:2]1[C:3]([N+:12]([O-:14])=[O:13])=[C:4]([CH:8]=[CH:9][C:10]=1[CH3:11])[C:5]([OH:7])=[O:6].S(=O)(=O)(O)O.N([O-])=O.[Na+].[I-:24].[K+]. The catalyst is CS(C)=O.O. The product is [I:24][C:2]1[C:3]([N+:12]([O-:14])=[O:13])=[C:4]([CH:8]=[CH:9][C:10]=1[CH3:11])[C:5]([OH:7])=[O:6]. The yield is 0.840. (8) The reactants are [CH2:1]([O:3][CH:4]([O:13][CH2:14][CH3:15])[C:5](=O)[CH2:6][C:7](OCC)=[O:8])[CH3:2].C(=O)(O)O.[NH2:20][C:21]([NH2:23])=[NH:22]. The catalyst is C(O)C. The product is [NH2:22][C:21]1[NH:23][C:7](=[O:8])[CH:6]=[C:5]([CH:4]([O:13][CH2:14][CH3:15])[O:3][CH2:1][CH3:2])[N:20]=1. The yield is 0.640. (9) The reactants are I[C:2]1[CH:3]=[CH:4][C:5]2[N:6]([CH:8]=[C:9]([NH:11][C:12]([CH:14]3[CH2:16][CH2:15]3)=[O:13])[N:10]=2)[N:7]=1.[CH3:17][C:18]1[S:19][C:20]2[CH:26]=[CH:25][C:24]([OH:27])=[CH:23][C:21]=2[N:22]=1.C(=O)([O-])[O-].[K+].[K+]. The catalyst is CN(C)C=O. The product is [CH3:17][C:18]1[S:19][C:20]2[CH:26]=[CH:25][C:24]([O:27][C:2]3[CH:3]=[CH:4][C:5]4[N:6]([CH:8]=[C:9]([NH:11][C:12]([CH:14]5[CH2:16][CH2:15]5)=[O:13])[N:10]=4)[N:7]=3)=[CH:23][C:21]=2[N:22]=1. The yield is 0.700. (10) The reactants are [CH3:1][C:2]1[CH:27]=[C:26]([CH3:28])[CH:25]=[CH:24][C:3]=1[CH2:4][C:5]1[CH:14]=[C:13]2[C:8]([CH:9]=[C:10]([C:19]([O:21]CC)=[O:20])[CH:11]([C:15]([F:18])([F:17])[F:16])[O:12]2)=[CH:7][CH:6]=1.[Li+].[OH-]. No catalyst specified. The product is [CH3:1][C:2]1[CH:27]=[C:26]([CH3:28])[CH:25]=[CH:24][C:3]=1[CH2:4][C:5]1[CH:14]=[C:13]2[C:8]([CH:9]=[C:10]([C:19]([OH:21])=[O:20])[CH:11]([C:15]([F:18])([F:17])[F:16])[O:12]2)=[CH:7][CH:6]=1. The yield is 0.930.